From a dataset of Reaction yield outcomes from USPTO patents with 853,638 reactions. Predict the reaction yield, written as a fraction of the theoretical maximum amount of product (1.0 means a 100% yield; for example, 0.34 means a 34% yield). (1) The yield is 0.570. The product is [Br:1][C:2]1[CH:3]=[C:4]([C:5]([C:7]2[C:8]([C:13]#[N:14])=[N:9][CH:10]=[CH:11][CH:12]=2)=[N:24][S:22]([C:19]([CH3:21])([CH3:20])[CH3:18])=[O:23])[CH:15]=[CH:16][CH:17]=1. The reactants are [Br:1][C:2]1[CH:3]=[C:4]([CH:15]=[CH:16][CH:17]=1)[C:5]([C:7]1[C:8]([C:13]#[N:14])=[N:9][CH:10]=[CH:11][CH:12]=1)=O.[CH3:18][C:19]([S:22]([NH2:24])=[O:23])([CH3:21])[CH3:20]. No catalyst specified. (2) The reactants are C(OC([N:8]1[CH2:13][CH2:12][C@H:11]([C:14]2[CH:35]=[CH:34][C:17]3[C:18]4[N:22]([CH2:23][CH2:24][O:25][C:16]=3[CH:15]=2)[CH:21]=[C:20]([C:26]2[N:27]([CH:31]([CH3:33])[CH3:32])[N:28]=[CH:29][N:30]=2)[N:19]=4)[C@H:10]([OH:36])[CH2:9]1)=O)(C)(C)C.[ClH:37]. The catalyst is C(Cl)Cl.CO.O1CCOCC1. The product is [ClH:37].[CH:31]([N:27]1[C:26]([C:20]2[N:19]=[C:18]3[N:22]([CH2:23][CH2:24][O:25][C:16]4[CH:15]=[C:14]([C@H:11]5[CH2:12][CH2:13][NH:8][CH2:9][C@H:10]5[OH:36])[CH:35]=[CH:34][C:17]=43)[CH:21]=2)=[N:30][CH:29]=[N:28]1)([CH3:33])[CH3:32]. The yield is 1.08. (3) The reactants are [O:1]=[C:2]1[C:7]2=[C:8]([C:11]#[C:12][Si](C)(C)C)[CH:9]=[CH:10][N:6]2[N:5]=[C:4]([C@@H:17]2[CH2:20][CH2:19][N:18]2[C:21]2[C:22]3[C:29]([C:30]#[N:31])=[CH:28][NH:27][C:23]=3[N:24]=[CH:25][N:26]=2)[N:3]1[C:32]1[CH:37]=[CH:36][CH:35]=[CH:34][CH:33]=1.CCCC[N+](CCCC)(CCCC)CCCC.[F-].C1COCC1. The catalyst is CN(C=O)C.O. The product is [C:11]([C:8]1[CH:9]=[CH:10][N:6]2[C:7]=1[C:2](=[O:1])[N:3]([C:32]1[CH:37]=[CH:36][CH:35]=[CH:34][CH:33]=1)[C:4]([C@@H:17]1[CH2:20][CH2:19][N:18]1[C:21]1[C:22]3[C:29]([C:30]#[N:31])=[CH:28][NH:27][C:23]=3[N:24]=[CH:25][N:26]=1)=[N:5]2)#[CH:12]. The yield is 0.0400.